From a dataset of Reaction yield outcomes from USPTO patents with 853,638 reactions. Predict the reaction yield, written as a fraction of the theoretical maximum amount of product (1.0 means a 100% yield; for example, 0.34 means a 34% yield). The reactants are [Li+].[OH-:2].[C:3]([O:7][C:8]([N:10]([C@H:20]1[CH2:44][CH2:43][C@@:42]2([CH3:45])[C:22](=[CH:23][CH2:24][C@@H:25]3[C@@H:41]2[CH2:40][CH2:39][C@@:38]2([CH3:46])[C@H:26]3[CH2:27][CH2:28][C@@H:29]2[C@H:30]([CH3:37])[CH2:31][CH2:32][CH2:33][CH:34]([CH3:36])[CH3:35])[CH2:21]1)[CH2:11][CH2:12][CH2:13][CH2:14]C(OCC)=O)=[O:9])([CH3:6])([CH3:5])[CH3:4].C1C=CC2N(O)N=NC=2C=1.[CH2:57](Cl)[CH2:58]Cl.CC(CCC[C@H]([C@@H]1[C@]2(C)[C@H]([C@H]3[C@H](CC2)[C@]2(C)C(C[C@@H](N[CH2:89][CH2:90][CH2:91][NH:92][C:93](=[O:122])[CH2:94][CH2:95][NH:96][C:97](=[O:121])CCNC(=O)CCCCCNC4C5=NON=C5C([N+]([O-])=O)=CC=4)CC2)=CC3)CC1)C)C.C[OH:124]. The catalyst is C1COCC1.C(Cl)Cl. The product is [CH3:35][CH:34]([CH2:33][CH2:32][CH2:31][C@H:30]([C@@H:29]1[C@:38]2([CH3:46])[C@H:26]([C@H:25]3[C@H:41]([CH2:40][CH2:39]2)[C@:42]2([CH3:45])[C:22]([CH2:21][C@@H:20]([N:10]([CH2:11][CH2:12][CH2:13][CH2:14][C:97](=[O:121])[NH:96][CH2:95][CH2:94][C:93](=[O:122])[NH:92][CH2:91][CH2:90][C:89]([O:124][CH2:57][CH3:58])=[O:2])[C:8](=[O:9])[O:7][C:3]([CH3:6])([CH3:5])[CH3:4])[CH2:44][CH2:43]2)=[CH:23][CH2:24]3)[CH2:27][CH2:28]1)[CH3:37])[CH3:36]. The yield is 0.860.